Dataset: Forward reaction prediction with 1.9M reactions from USPTO patents (1976-2016). Task: Predict the product of the given reaction. (1) The product is: [CH3:31][N:32]1[CH2:37][CH2:36][N:35]([CH2:38][CH2:39][CH2:40][CH2:41][NH:42][C:8](=[O:30])[NH:9][C:10]2[S:14][N:13]=[C:12]([O:15][CH2:16][C:17]3[C:22]([F:23])=[CH:21][C:20]([CH3:24])=[C:19]([F:25])[C:18]=3[F:26])[C:11]=2[C:27]([NH2:28])=[O:29])[CH2:34][CH2:33]1. Given the reactants C1(O[C:8](=[O:30])[NH:9][C:10]2[S:14][N:13]=[C:12]([O:15][CH2:16][C:17]3[C:22]([F:23])=[CH:21][C:20]([CH3:24])=[C:19]([F:25])[C:18]=3[F:26])[C:11]=2[C:27](=[O:29])[NH2:28])C=CC=CC=1.[CH3:31][N:32]1[CH2:37][CH2:36][N:35]([CH2:38][CH2:39][CH2:40][CH2:41][NH2:42])[CH2:34][CH2:33]1, predict the reaction product. (2) Given the reactants Cl[C:2]1[CH:3]=[C:4]([CH:10]=[CH:11][N:12]=1)[C:5]([N:7]([CH3:9])[CH3:8])=[O:6].[NH2:13][C@@H:14]1[CH2:19][CH2:18][C@H:17]([NH:20][C:21](=[O:30])[C:22]2[CH:27]=[CH:26][C:25]([F:28])=[C:24]([Cl:29])[CH:23]=2)[CH2:16][CH2:15]1.C([O-])(O)=O.[Na+], predict the reaction product. The product is: [Cl:29][C:24]1[CH:23]=[C:22]([CH:27]=[CH:26][C:25]=1[F:28])[C:21]([NH:20][C@@H:17]1[CH2:16][CH2:15][C@H:14]([NH:13][C:2]2[CH:3]=[C:4]([CH:10]=[CH:11][N:12]=2)[C:5]([N:7]([CH3:9])[CH3:8])=[O:6])[CH2:19][CH2:18]1)=[O:30]. (3) Given the reactants [O:1]1[C:5]2([CH2:10][CH2:9][N:8]([C:11]3[CH:12]=[CH:13][C:14]([N:17]4[C:26]5[C:21](=[CH:22][CH:23]=[CH:24][CH:25]=5)[N:20](C(O)=O)[CH2:19][CH2:18]4)=[N:15][CH:16]=3)[CH2:7][CH2:6]2)[O:4][CH2:3][CH2:2]1.Cl, predict the reaction product. The product is: [O:4]1[C:5]2([CH2:10][CH2:9][N:8]([C:11]3[CH:12]=[CH:13][C:14]([N:17]4[C:26]5[C:21](=[CH:22][CH:23]=[CH:24][CH:25]=5)[NH:20][CH2:19][CH2:18]4)=[N:15][CH:16]=3)[CH2:7][CH2:6]2)[O:1][CH2:2][CH2:3]1. (4) Given the reactants [F:1][C:2]1[CH:3]=[C:4]2[C:9](=[CH:10][CH:11]=1)[N:8]=[C:7]([NH:12][C:13](=[O:17])OCC)[C:6]([O:18][CH3:19])=[N:5]2.[N:20]1[CH:25]=[CH:24][CH:23]=[CH:22][C:21]=1[N:26]1[CH2:31][CH2:30][NH:29][CH2:28][CH2:27]1, predict the reaction product. The product is: [F:1][C:2]1[CH:3]=[C:4]2[C:9](=[CH:10][CH:11]=1)[N:8]=[C:7]([NH:12][C:13]([N:29]1[CH2:30][CH2:31][N:26]([C:21]3[CH:22]=[CH:23][CH:24]=[CH:25][N:20]=3)[CH2:27][CH2:28]1)=[O:17])[C:6]([O:18][CH3:19])=[N:5]2.